Dataset: Forward reaction prediction with 1.9M reactions from USPTO patents (1976-2016). Task: Predict the product of the given reaction. (1) Given the reactants C1(S([N:10]2[C:14]3=[N:15][CH:16]=[C:17]([O:19][CH3:20])[CH:18]=[C:13]3[C:12]([CH2:21][C:22]3[CH:23]=[N:24][C:25]([NH:28][CH2:29][C:30]4[C:31]([O:37][CH3:38])=[N:32][CH:33]=[C:34]([F:36])[CH:35]=4)=[N:26][CH:27]=3)=[CH:11]2)(=O)=O)C=CC=CC=1.O.O.O.[F-].C([N+](CCCC)(CCCC)CCCC)CCC.O, predict the reaction product. The product is: [F:36][C:34]1[CH:35]=[C:30]([CH2:29][NH:28][C:25]2[N:26]=[CH:27][C:22]([CH2:21][C:12]3[C:13]4[C:14](=[N:15][CH:16]=[C:17]([O:19][CH3:20])[CH:18]=4)[NH:10][CH:11]=3)=[CH:23][N:24]=2)[C:31]([O:37][CH3:38])=[N:32][CH:33]=1. (2) Given the reactants [NH2:1][C:2]1[CH:3]=[C:4]([C:8]2[N:13]3[N:14]=[CH:15][C:16]([C:17]([C:19]4[S:20][CH:21]=[CH:22][CH:23]=4)=[O:18])=[C:12]3[N:11]=[CH:10][CH:9]=2)[CH:5]=[CH:6][CH:7]=1.[Cl:24][C:25]1[CH:26]=[C:27]2[C:32](=[O:33])[O:31][C:29](=[O:30])[C:28]2=[CH:34][C:35]=1[Cl:36], predict the reaction product. The product is: [Cl:24][C:25]1[C:35]([Cl:36])=[CH:34][C:28]([C:29]([OH:31])=[O:30])=[C:27]([C:32]([NH:1][C:2]2[CH:7]=[CH:6][CH:5]=[C:4]([C:8]3[N:13]4[N:14]=[CH:15][C:16]([C:17]([C:19]5[S:20][CH:21]=[CH:22][CH:23]=5)=[O:18])=[C:12]4[N:11]=[CH:10][CH:9]=3)[CH:3]=2)=[O:33])[CH:26]=1. (3) Given the reactants [CH3:1][O:2][C:3]1[CH:8]=[CH:7][C:6]([N+:9]([O-:11])=[O:10])=[CH:5][C:4]=1[N:12]([CH3:17])[C:13](=O)[CH2:14][CH3:15].B.CSC, predict the reaction product. The product is: [CH3:1][O:2][C:3]1[CH:8]=[CH:7][C:6]([N+:9]([O-:11])=[O:10])=[CH:5][C:4]=1[N:12]([CH3:17])[CH2:13][CH2:14][CH3:15]. (4) Given the reactants [CH2:1]([OH:4])[CH2:2][OH:3].[H-].[Na+].[CH:7]1([CH3:24])[CH2:12][CH2:11][CH:10]([CH:13]([CH3:15])[CH3:14])[CH:9]([O:16][CH:17]([CH2:19]S([O-])(=O)=O)C)[CH2:8]1.C(OC(C)C)(C)C, predict the reaction product. The product is: [CH:7]1([CH3:24])[CH2:12][CH2:11][CH:10]([CH:13]([CH3:14])[CH3:15])[CH:9]([O:16][CH2:17][CH2:19][O:3][CH2:2][CH2:1][OH:4])[CH2:8]1.